This data is from Full USPTO retrosynthesis dataset with 1.9M reactions from patents (1976-2016). The task is: Predict the reactants needed to synthesize the given product. (1) Given the product [NH2:1][C:2]1[CH:3]=[N:4][C:5]([C:8]([O:10][CH3:15])=[O:9])=[N:6][CH:7]=1, predict the reactants needed to synthesize it. The reactants are: [NH2:1][C:2]1[CH:3]=[N:4][C:5]([C:8]([OH:10])=[O:9])=[N:6][CH:7]=1.S(Cl)(Cl)=O.[CH3:15]O. (2) Given the product [CH3:18][C:15]1[CH:16]=[CH:17][C:12]([C:10]2[CH:9]=[C:4]([CH:3]=[C:2]([B:19]3[O:23][C:22]([CH3:25])([CH3:24])[C:21]([CH3:27])([CH3:26])[O:20]3)[CH:11]=2)[C:5]([O:7][CH3:8])=[O:6])=[N:13][CH:14]=1, predict the reactants needed to synthesize it. The reactants are: Br[C:2]1[CH:3]=[C:4]([CH:9]=[C:10]([C:12]2[CH:17]=[CH:16][C:15]([CH3:18])=[CH:14][N:13]=2)[CH:11]=1)[C:5]([O:7][CH3:8])=[O:6].[B:19]1([B:19]2[O:23][C:22]([CH3:25])([CH3:24])[C:21]([CH3:27])([CH3:26])[O:20]2)[O:23][C:22]([CH3:25])([CH3:24])[C:21]([CH3:27])([CH3:26])[O:20]1.C([O-])(=O)C.[K+].